Task: Regression. Given a peptide amino acid sequence and an MHC pseudo amino acid sequence, predict their binding affinity value. This is MHC class I binding data.. Dataset: Peptide-MHC class I binding affinity with 185,985 pairs from IEDB/IMGT (1) The peptide sequence is ESDGKPQKV. The MHC is HLA-A29:02 with pseudo-sequence HLA-A29:02. The binding affinity (normalized) is 0. (2) The peptide sequence is RRQDILDLWIY. The MHC is HLA-B51:01 with pseudo-sequence HLA-B51:01. The binding affinity (normalized) is 0. (3) The peptide sequence is PTDYAKPQY. The MHC is HLA-A69:01 with pseudo-sequence HLA-A69:01. The binding affinity (normalized) is 0.0847. (4) The peptide sequence is TFMDGTPEL. The MHC is HLA-B44:02 with pseudo-sequence HLA-B44:02. The binding affinity (normalized) is 0.0847. (5) The peptide sequence is FTWQHNYYL. The MHC is HLA-A01:01 with pseudo-sequence HLA-A01:01. The binding affinity (normalized) is 0.433.